This data is from Peptide-MHC class II binding affinity with 134,281 pairs from IEDB. The task is: Regression. Given a peptide amino acid sequence and an MHC pseudo amino acid sequence, predict their binding affinity value. This is MHC class II binding data. (1) The peptide sequence is KGDEQKLRSAGELEL. The MHC is DRB1_0101 with pseudo-sequence DRB1_0101. The binding affinity (normalized) is 0.122. (2) The peptide sequence is PWNVVRIKIVQMLSD. The MHC is DRB1_0101 with pseudo-sequence DRB1_0101. The binding affinity (normalized) is 0.940. (3) The peptide sequence is MTSLALVGAALHPFA. The MHC is HLA-DQA10201-DQB10303 with pseudo-sequence HLA-DQA10201-DQB10303. The binding affinity (normalized) is 0.630. (4) The peptide sequence is LTVMDRYSVDADLQL. The MHC is DRB1_0701 with pseudo-sequence DRB1_0701. The binding affinity (normalized) is 0.363. (5) The peptide sequence is AGWLADRSVRYPI. The MHC is DRB1_1501 with pseudo-sequence DRB1_1501. The binding affinity (normalized) is 0.474. (6) The MHC is H-2-IAs with pseudo-sequence H-2-IAs. The binding affinity (normalized) is 0. The peptide sequence is VPQSGEVYTCQVEHPSLT. (7) The peptide sequence is PPTVTIFKISKTVSE. The MHC is HLA-DQA10401-DQB10402 with pseudo-sequence HLA-DQA10401-DQB10402. The binding affinity (normalized) is 0.439.